Dataset: Forward reaction prediction with 1.9M reactions from USPTO patents (1976-2016). Task: Predict the product of the given reaction. (1) The product is: [CH3:19][Si:18]([CH3:21])([CH3:20])[CH2:17][CH2:16][O:15][CH2:14][N:10]1[C:9]2[C:8]3[CH:22]=[CH:23][CH:24]=[CH:25][C:7]=3[O:6][C:5]3[CH:26]=[CH:27][CH:2]=[CH:3][C:4]=3[C:13]=2[N:12]=[CH:11]1. Given the reactants Cl[C:2]1[CH:27]=[CH:26][C:5]2[O:6][C:7]3[CH:25]=[CH:24][CH:23]=[CH:22][C:8]=3[C:9]3[N:10]([CH2:14][O:15][CH2:16][CH2:17][Si:18]([CH3:21])([CH3:20])[CH3:19])[CH:11]=[N:12][C:13]=3[C:4]=2[CH:3]=1.ClC1C=CC2OC3C=CC=CC=3C3N=CN(COCC[Si](C)(C)C)C=3C=2C=1.ClC1C=CC2SC3C=CC=CC=3C3N(COCC[Si](C)(C)C)C=NC=3C=2C=1.ClC1C=CC2SC3C=CC=CC=3C3N=CN(COCC[Si](C)(C)C)C=3C=2C=1, predict the reaction product. (2) Given the reactants [C:1]([OH:8])(=[O:7])[CH2:2][CH2:3][CH2:4][CH:5]=[CH2:6].[CH2:9]=[CH:10][CH2:11][CH2:12]CC.[C:15]([O-:22])(=[O:21])[CH2:16][CH2:17][CH2:18][CH:19]=[CH2:20].[CH3:23][CH2:24][CH2:25][CH2:26]C=[CH:23][CH2:24][CH2:25][CH2:26]C, predict the reaction product. The product is: [C:1]([OH:8])(=[O:7])[CH2:2][CH2:3][CH2:4][CH:5]=[CH:6][CH2:9][CH2:10][CH2:11][CH3:12].[C:15]([O-:22])(=[O:21])[CH2:16][CH2:17][CH2:18][CH:19]=[CH:20][CH2:23][CH2:24][CH2:25][CH3:26]. (3) The product is: [Cl:1][C:2]1[CH:3]=[C:4]([C:18]2[N:23]=[C:22]([C:24]([OH:26])=[O:25])[CH:21]=[CH:20][C:19]=2[CH3:27])[CH:5]=[CH:6][CH:7]=1. Given the reactants [Cl:1][C:2]1[CH:3]=[C:4](B(O)O)[CH:5]=[CH:6][CH:7]=1.C(=O)([O-])[O-].[K+].[K+].Br[C:18]1[N:23]=[C:22]([C:24]([OH:26])=[O:25])[CH:21]=[CH:20][C:19]=1[CH3:27], predict the reaction product. (4) Given the reactants [C:1]([C:3]1[CH:8]=[CH:7][C:6]([C@H:9]([OH:22])[CH2:10][N:11]2[CH2:16][CH2:15][CH2:14][C@H:13]([C:17]([O:19][CH2:20][CH3:21])=[O:18])[CH2:12]2)=[CH:5][CH:4]=1)#[N:2].CCN(C(C)C)C(C)C.FC(F)(F)S(O[Si:38]([C:41]([CH3:44])([CH3:43])[CH3:42])([CH3:40])[CH3:39])(=O)=O, predict the reaction product. The product is: [Si:38]([O:22][C@@H:9]([C:6]1[CH:5]=[CH:4][C:3]([C:1]#[N:2])=[CH:8][CH:7]=1)[CH2:10][N:11]1[CH2:16][CH2:15][CH2:14][C@H:13]([C:17]([O:19][CH2:20][CH3:21])=[O:18])[CH2:12]1)([C:41]([CH3:44])([CH3:43])[CH3:42])([CH3:40])[CH3:39]. (5) Given the reactants [NH2:1][CH2:2][CH:3]1[CH2:12][CH2:11][CH2:10][C:9]2[CH:8]=[C:7]([NH:13][S:14]([C:17]3[CH:22]=[CH:21][CH:20]=[C:19]([F:23])[CH:18]=3)(=[O:16])=[O:15])[CH:6]=[CH:5][C:4]1=2.[CH:24](OCCCC)=[O:25], predict the reaction product. The product is: [F:23][C:19]1[CH:18]=[C:17]([S:14]([NH:13][C:7]2[CH:6]=[CH:5][C:4]3[CH:3]([CH2:2][NH:1][CH:24]=[O:25])[CH2:12][CH2:11][CH2:10][C:9]=3[CH:8]=2)(=[O:16])=[O:15])[CH:22]=[CH:21][CH:20]=1. (6) Given the reactants [C:1]([O:5][C:6](=[O:13])[NH:7][C@@H](C)C(=O)C)([CH3:4])([CH3:3])[CH3:2].[CH2:14]([Mg]Br)[CH3:15].Cl.C([O:22][CH2:23][CH3:24])(=O)C.O1CC[CH2:27][CH2:26]1, predict the reaction product. The product is: [C:1]([O:5][C:6](=[O:13])[NH:7][C@@H:14]([CH3:15])[C@:23]([OH:22])([CH3:24])[CH2:26][CH3:27])([CH3:3])([CH3:2])[CH3:4]. (7) The product is: [CH3:1][N:2]1[CH2:3][CH2:4][N:5]([CH2:8][CH2:9][CH2:10][O:11][C:12]2[CH:13]=[CH:14][C:15]([NH2:18])=[CH:16][CH:17]=2)[CH2:6][CH2:7]1. Given the reactants [CH3:1][N:2]1[CH2:7][CH2:6][N:5]([CH2:8][CH2:9][CH2:10][O:11][C:12]2[CH:17]=[CH:16][C:15]([N+:18]([O-])=O)=[CH:14][CH:13]=2)[CH2:4][CH2:3]1.C(O)C, predict the reaction product. (8) Given the reactants Cl[CH2:2][CH2:3][CH2:4][CH2:5]/[CH:6]=[CH:7]/[C:8]1[C:16]2[C:11](=[CH:12][CH:13]=[C:14]([F:17])[CH:15]=2)[N:10]([CH2:18][CH2:19][CH2:20][O:21][C:22]2[C:31]3[C:26](=[CH:27][CH:28]=[CH:29][CH:30]=3)[CH:25]=[CH:24][CH:23]=2)[C:9]=1[C:32]([O:34][CH2:35][CH3:36])=[O:33].[O:37]=[C:38]1[C:46]2[C:41](=[CH:42][CH:43]=[CH:44][CH:45]=2)[C:40](=[O:47])[N-:39]1.[K+], predict the reaction product. The product is: [O:37]=[C:38]1[C:46]2[C:41](=[CH:42][CH:43]=[CH:44][CH:45]=2)[C:40](=[O:47])[N:39]1[CH2:2][CH2:3][CH2:4][CH2:5]/[CH:6]=[CH:7]/[C:8]1[C:16]2[C:11](=[CH:12][CH:13]=[C:14]([F:17])[CH:15]=2)[N:10]([CH2:18][CH2:19][CH2:20][O:21][C:22]2[C:31]3[C:26](=[CH:27][CH:28]=[CH:29][CH:30]=3)[CH:25]=[CH:24][CH:23]=2)[C:9]=1[C:32]([O:34][CH2:35][CH3:36])=[O:33].